This data is from Forward reaction prediction with 1.9M reactions from USPTO patents (1976-2016). The task is: Predict the product of the given reaction. (1) Given the reactants Br[C:2]1[N:6]2[CH:7]=[CH:8][CH:9]=[CH:10][C:5]2=[N:4][CH:3]=1.[CH:11]1(NC2CCCCC2)CCCC[CH2:12]1.C([Si](C)(C)C)#C.O.[F-].C([N+](CCCC)(CCCC)CCCC)CCC, predict the reaction product. The product is: [C:11]([C:2]1[N:6]2[CH:7]=[CH:8][CH:9]=[CH:10][C:5]2=[N:4][CH:3]=1)#[CH:12]. (2) Given the reactants Br[C:2]1[C:3]([CH3:9])=[N:4][C:5]([CH3:8])=[CH:6][CH:7]=1.[CH2:10]([Li])[CH2:11][CH2:12]C.C(#N)CC.[OH2:19], predict the reaction product. The product is: [CH3:9][C:3]1[C:2]([C:10](=[O:19])[CH2:11][CH3:12])=[CH:7][CH:6]=[C:5]([CH3:8])[N:4]=1. (3) Given the reactants I[C:2]1[C:10]2[C:5](=[N:6][CH:7]=[N:8][C:9]=2[NH2:11])[N:4]([CH:12]([C:14]2[CH:15]=[C:16]3[N:21]([C:22]=2[C:23]2[CH:28]=[CH:27][CH:26]=[CH:25][N:24]=2)[CH:20]=[CH:19][CH:18]=[CH:17]3)[CH3:13])[N:3]=1.[F:29][C:30]1[CH:31]=[C:32](B(O)O)[CH:33]=[CH:34][CH:35]=1.CCO.C([O-])([O-])=O.[Na+].[Na+], predict the reaction product. The product is: [F:29][C:30]1[CH:35]=[C:34]([C:2]2[C:10]3[C:5](=[N:6][CH:7]=[N:8][C:9]=3[NH2:11])[N:4]([CH:12]([C:14]3[CH:15]=[C:16]4[N:21]([C:22]=3[C:23]3[CH:28]=[CH:27][CH:26]=[CH:25][N:24]=3)[CH:20]=[CH:19][CH:18]=[CH:17]4)[CH3:13])[N:3]=2)[CH:33]=[CH:32][CH:31]=1. (4) Given the reactants S(Cl)(Cl)=[O:2].[Br:5][C:6]1[NH:7][C:8]2[CH2:9][CH2:10][CH2:11][C:12](=[N:15]O)[C:13]=2[CH:14]=1, predict the reaction product. The product is: [Br:5][C:6]1[NH:7][C:8]2[CH2:9][CH2:10][CH2:11][NH:15][C:12](=[O:2])[C:13]=2[CH:14]=1. (5) Given the reactants [CH3:1][O:2][C:3]1[CH:11]=[CH:10][C:6]([C:7]([OH:9])=[O:8])=[C:5](Cl)[CH:4]=1.C(=O)([O-])[O-].[K+].[K+].[F:19][C:20]1[CH:21]=[C:22]([CH:24]=[CH:25][CH:26]=1)[NH2:23], predict the reaction product. The product is: [F:19][C:20]1[CH:21]=[C:22]([CH:24]=[CH:25][CH:26]=1)[NH:23][C:5]1[CH:4]=[C:3]([O:2][CH3:1])[CH:11]=[CH:10][C:6]=1[C:7]([OH:9])=[O:8]. (6) The product is: [C:29]1([C:27]2[NH:26][C:22]3[N:23]=[CH:24][N:25]=[C:20]([S:19][C:17]4[S:18][C:14]([NH2:11])=[CH:15][CH:16]=4)[C:21]=3[CH:28]=2)[CH:30]=[CH:31][CH:32]=[CH:33][CH:34]=1. Given the reactants [Cl-].[NH4+].CN(C)C=O.C(O)C.[N+:11]([C:14]1[S:18][C:17]([S:19][C:20]2[C:21]3[CH:28]=[C:27]([C:29]4[CH:34]=[CH:33][CH:32]=[CH:31][CH:30]=4)[NH:26][C:22]=3[N:23]=[CH:24][N:25]=2)=[CH:16][CH:15]=1)([O-])=O, predict the reaction product. (7) Given the reactants [CH3:1][C@@:2]12[C@@H:10]([OH:11])[CH2:9][CH2:8][C@H:7]1[C@@H:6]1[CH2:12][CH2:13][C:14]3[CH:19]=[C:18]([OH:20])[CH:17]=[CH:16][C:15]=3[C@H:5]1[CH2:4][CH2:3]2.[H-].[Na+].[CH2:23](Br)[C:24]1[CH:29]=[CH:28][CH:27]=[CH:26][CH:25]=1, predict the reaction product. The product is: [CH2:23]([O:20][C:18]1[CH:17]=[CH:16][C:15]2[C@@H:5]3[C@H:6]([C@H:7]4[C@@:2]([CH2:3][CH2:4]3)([CH3:1])[C@@H:10]([O:11][CH2:1][C:2]3[CH:7]=[CH:6][CH:5]=[CH:4][CH:3]=3)[CH2:9][CH2:8]4)[CH2:12][CH2:13][C:14]=2[CH:19]=1)[C:24]1[CH:29]=[CH:28][CH:27]=[CH:26][CH:25]=1. (8) Given the reactants [Cl:1][C:2]1[N:7]=[C:6]([N:8]2[CH2:12][CH2:11][CH2:10][C@H:9]2[CH2:13][OH:14])[C:5]([O:15]C)=[C:4]([Cl:17])[N:3]=1.[Cl-].[Li+], predict the reaction product. The product is: [Cl:1][C:2]1[N:3]=[C:4]([Cl:17])[C:5]([OH:15])=[C:6]([N:8]2[CH2:12][CH2:11][CH2:10][C@H:9]2[CH2:13][OH:14])[N:7]=1. (9) The product is: [Si:17]([O:16][CH2:15][C:9]1[CH:10]=[C:11]([CH:36]=[CH2:37])[CH:12]=[CH:13][C:8]=1[O:7][P:6](=[O:29])([O:24][C:25]([CH3:28])([CH3:27])[CH3:26])[O:5][C:1]([CH3:4])([CH3:3])[CH3:2])([C:20]([CH3:23])([CH3:22])[CH3:21])([CH3:19])[CH3:18]. Given the reactants [C:1]([O:5][P:6](=[O:29])([O:24][C:25]([CH3:28])([CH3:27])[CH3:26])[O:7][C:8]1[CH:13]=[CH:12][C:11](Br)=[CH:10][C:9]=1[CH2:15][O:16][Si:17]([C:20]([CH3:23])([CH3:22])[CH3:21])([CH3:19])[CH3:18])([CH3:4])([CH3:3])[CH3:2].C(=O)([O-])[O-].[K+].[K+].[CH:36]1(P(C2CCCCC2)C2CCCCC2)CCCC[CH2:37]1.C(Cl)(Cl)Cl.CO, predict the reaction product. (10) The product is: [C:20]([O:24][C:25](=[O:53])[NH:26][C:27](=[NH:28])[C:29]1[S:30][C:31]([S:51][CH3:52])=[C:32]([S:34]([C:37]2[CH:38]=[C:39]([C:43]3[CH:48]=[CH:47][C:46]([N:49]=[C:1]=[S:2])=[CH:45][C:44]=3[CH3:50])[CH:40]=[CH:41][CH:42]=2)(=[O:36])=[O:35])[CH:33]=1)([CH3:23])([CH3:22])[CH3:21]. Given the reactants [C:1](N1C=CC=CC1=O)(N1C=CC=CC1=O)=[S:2].C(Cl)Cl.[C:20]([O:24][C:25](=[O:53])[NH:26][C:27]([C:29]1[S:30][C:31]([S:51][CH3:52])=[C:32]([S:34]([C:37]2[CH:38]=[C:39]([C:43]3[CH:48]=[CH:47][C:46]([NH2:49])=[CH:45][C:44]=3[CH3:50])[CH:40]=[CH:41][CH:42]=2)(=[O:36])=[O:35])[CH:33]=1)=[NH:28])([CH3:23])([CH3:22])[CH3:21].NC(N)=S, predict the reaction product.